This data is from Peptide-MHC class I binding affinity with 185,985 pairs from IEDB/IMGT. The task is: Regression. Given a peptide amino acid sequence and an MHC pseudo amino acid sequence, predict their binding affinity value. This is MHC class I binding data. (1) The peptide sequence is IISAEKTPIR. The MHC is HLA-A03:01 with pseudo-sequence HLA-A03:01. The binding affinity (normalized) is 0.345. (2) The peptide sequence is GSEELRSLY. The MHC is HLA-B07:02 with pseudo-sequence HLA-B07:02. The binding affinity (normalized) is 0. (3) The MHC is HLA-A68:02 with pseudo-sequence HLA-A68:02. The binding affinity (normalized) is 0.306. The peptide sequence is MLLAYLVRI. (4) The peptide sequence is ERLAKLTEA. The MHC is HLA-A02:01 with pseudo-sequence HLA-A02:01. The binding affinity (normalized) is 0. (5) The peptide sequence is ILGVFRRPF. The MHC is HLA-A02:03 with pseudo-sequence HLA-A02:03. The binding affinity (normalized) is 0.0847. (6) The peptide sequence is RYRTAVCGL. The MHC is HLA-A30:01 with pseudo-sequence HLA-A30:01. The binding affinity (normalized) is 1.00. (7) The peptide sequence is IAMESIVIW. The MHC is HLA-A26:01 with pseudo-sequence HLA-A26:01. The binding affinity (normalized) is 0.